From a dataset of Forward reaction prediction with 1.9M reactions from USPTO patents (1976-2016). Predict the product of the given reaction. (1) Given the reactants [CH2:1]([NH:3][C:4]([NH:6][C:7]1[N:15]=[CH:14][N:13]=[C:12]2[C:8]=1[N:9]=[CH:10][N:11]2[CH:16]1[CH:23]2[CH:19]([O:20][CH:21]([CH:24]=[CH:25][C:26]3[CH:31]=[CH:30][CH:29]=[CH:28][CH:27]=3)[O:22]2)[CH:18]([CH2:32]O)[O:17]1)=[O:5])[CH3:2].CC(OI1(OC(C)=O)(OC(C)=O)OC(=O)C2C=CC=CC1=2)=O.[CH3:56][O:57][C:58]([CH:60]=P(C1C=CC=CC=1)(C1C=CC=CC=1)C1C=CC=CC=1)=[O:59], predict the reaction product. The product is: [CH3:56][O:57][C:58](=[O:59])[CH:60]=[CH:32][CH:18]1[CH:19]2[CH:23]([O:22][CH:21]([CH:24]=[CH:25][C:26]3[CH:27]=[CH:28][CH:29]=[CH:30][CH:31]=3)[O:20]2)[CH:16]([N:11]2[CH:10]=[N:9][C:8]3[C:12]2=[N:13][CH:14]=[N:15][C:7]=3[NH:6][C:4]([NH:3][CH2:1][CH3:2])=[O:5])[O:17]1. (2) Given the reactants C[O:2][C:3](=[O:36])[CH2:4][CH2:5][NH:6][C:7]([NH:9][C:10]1[CH:15]=[C:14]([Cl:16])[CH:13]=[CH:12][C:11]=1[O:17][CH2:18][C:19]([N:21]1[CH2:26][CH2:25][N:24]([CH2:27][C:28]2[CH:33]=[CH:32][C:31]([F:34])=[CH:30][CH:29]=2)[CH2:23][C@H:22]1[CH3:35])=[O:20])=[O:8].O.[OH-].[Li+], predict the reaction product. The product is: [Cl:16][C:14]1[CH:13]=[CH:12][C:11]([O:17][CH2:18][C:19]([N:21]2[CH2:26][CH2:25][N:24]([CH2:27][C:28]3[CH:29]=[CH:30][C:31]([F:34])=[CH:32][CH:33]=3)[CH2:23][C@H:22]2[CH3:35])=[O:20])=[C:10]([NH:9][C:7](=[O:8])[NH:6][CH2:5][CH2:4][C:3]([OH:36])=[O:2])[CH:15]=1. (3) Given the reactants [CH:1]1([OH:5])[CH2:4][CH2:3][CH2:2]1.[H-].[Na+].[Cl:8][C:9]1[C:10](=[O:22])[N:11]([CH:16]2[CH2:21][CH2:20][CH2:19][CH2:18][O:17]2)[N:12]=[CH:13][C:14]=1Cl, predict the reaction product. The product is: [Cl:8][C:9]1[C:10](=[O:22])[N:11]([CH:16]2[CH2:21][CH2:20][CH2:19][CH2:18][O:17]2)[N:12]=[CH:13][C:14]=1[O:5][CH:1]1[CH2:4][CH2:3][CH2:2]1. (4) Given the reactants [N:1]([C:4]1[C:13]2[C:8](=[CH:9][C:10]([CH2:14][N:15]3[CH2:20][CH2:19][N:18]([S:21]([C:24]4[S:28][C:27]5[CH:29]=[C:30]([Cl:33])[CH:31]=[CH:32][C:26]=5[CH:25]=4)(=[O:23])=[O:22])[CH2:17][C:16]3=[O:34])=[CH:11][CH:12]=2)[N:7]=[CH:6][CH:5]=1)=[N+]=[N-], predict the reaction product. The product is: [NH2:1][C:4]1[C:13]2[C:8](=[CH:9][C:10]([CH2:14][N:15]3[CH2:20][CH2:19][N:18]([S:21]([C:24]4[S:28][C:27]5[CH:29]=[C:30]([Cl:33])[CH:31]=[CH:32][C:26]=5[CH:25]=4)(=[O:22])=[O:23])[CH2:17][C:16]3=[O:34])=[CH:11][CH:12]=2)[N:7]=[CH:6][CH:5]=1. (5) Given the reactants [CH3:1][C:2]1[CH:7]=[CH:6][CH:5]=[C:4]([O:8][CH2:9][C:10]2[CH:15]=[CH:14][C:13](/[CH:16]=[CH:17]/[N+:18]([O-:20])=[O:19])=[CH:12][CH:11]=2)[N:3]=1.C(O)(=O)C.[BH4-].[Na+].O, predict the reaction product. The product is: [CH3:1][C:2]1[CH:7]=[CH:6][CH:5]=[C:4]([O:8][CH2:9][C:10]2[CH:15]=[CH:14][C:13]([CH2:16][CH2:17][N+:18]([O-:20])=[O:19])=[CH:12][CH:11]=2)[N:3]=1. (6) Given the reactants BrC1C2C(S(Cl)(=O)=O)=CC=CC=2C=NC=1.C(OC(N[C@H]1CCNC1)=O)(C)(C)C.C(OC([NH:36][CH:37]([CH:39]1[CH2:42][N:41]([S:43]([C:46]2[C:47]3[C:48]([Cl:56])=[CH:49][N:50]=[CH:51][C:52]=3[CH:53]=[CH:54][CH:55]=2)(=[O:45])=[O:44])[CH2:40]1)[CH3:38])=O)(C)(C)C, predict the reaction product. The product is: [NH2:36][CH:37]([CH:39]1[CH2:40][N:41]([S:43]([C:46]2[C:47]3[C:48]([Cl:56])=[CH:49][N:50]=[CH:51][C:52]=3[CH:53]=[CH:54][CH:55]=2)(=[O:44])=[O:45])[CH2:42]1)[CH3:38].